Dataset: Catalyst prediction with 721,799 reactions and 888 catalyst types from USPTO. Task: Predict which catalyst facilitates the given reaction. (1) Product: [F:1][C:2]1[C:3]([NH:16][C:17]2[CH:22]=[CH:21][C:20]([I:23])=[CH:19][C:18]=2[F:24])=[C:4]([C:9]([N:11]2[CH2:12][C:13](=[O:15])[CH2:14]2)=[O:10])[CH:5]=[CH:6][C:7]=1[F:8]. Reactant: [F:1][C:2]1[C:3]([NH:16][C:17]2[CH:22]=[CH:21][C:20]([I:23])=[CH:19][C:18]=2[F:24])=[C:4]([C:9]([N:11]2[CH2:14][CH:13]([OH:15])[CH2:12]2)=[O:10])[CH:5]=[CH:6][C:7]=1[F:8].CC(OI1(OC(C)=O)(OC(C)=O)OC(=O)C2C=CC=CC1=2)=O.C(OCC)(=O)C. The catalyst class is: 4. (2) Reactant: C[O:2][C:3](=[O:38])[CH2:4][O:5][C:6]1[CH:11]=[CH:10][C:9]([C:12]2[C:16]([C:17](=[O:30])[NH:18][CH2:19][CH2:20][O:21][C:22]3[CH:27]=[CH:26][C:25]([Cl:28])=[CH:24][C:23]=3[Cl:29])=[C:15]([C:31]3[CH:36]=[CH:35][CH:34]=[CH:33][CH:32]=3)[O:14][N:13]=2)=[CH:8][C:7]=1[CH3:37].[Li+].[OH-]. Product: [Cl:29][C:23]1[CH:24]=[C:25]([Cl:28])[CH:26]=[CH:27][C:22]=1[O:21][CH2:20][CH2:19][NH:18][C:17]([C:16]1[C:12]([C:9]2[CH:10]=[CH:11][C:6]([O:5][CH2:4][C:3]([OH:38])=[O:2])=[C:7]([CH3:37])[CH:8]=2)=[N:13][O:14][C:15]=1[C:31]1[CH:36]=[CH:35][CH:34]=[CH:33][CH:32]=1)=[O:30]. The catalyst class is: 149. (3) Reactant: Cl[C:2]1[C:3]2[C:4](=[CH:13][N:14](CC3C=CC(OC)=CC=3)[N:15]=2)[N:5]=[C:6]([C:8]2[O:9][CH:10]=[CH:11][N:12]=2)[N:7]=1.[NH2:25][C:26]1[CH:35]=[C:34]2[C:29]([CH2:30][CH2:31][C:32](=[O:36])[NH:33]2)=[CH:28][CH:27]=1.Cl. Product: [O:9]1[CH:10]=[CH:11][N:12]=[C:8]1[C:6]1[N:7]=[C:2]([NH:25][C:26]2[CH:35]=[C:34]3[C:29]([CH2:30][CH2:31][C:32](=[O:36])[NH:33]3)=[CH:28][CH:27]=2)[C:3]2[NH:15][N:14]=[CH:13][C:4]=2[N:5]=1. The catalyst class is: 71. (4) Reactant: Cl[C:2]1[C:18]([N+:19]([O-:21])=[O:20])=[CH:17][C:5]([C:6]([O:8][CH2:9][CH2:10][CH:11]2[CH2:16][CH2:15][CH2:14][CH2:13][CH2:12]2)=[O:7])=[CH:4][C:3]=1[N+:22]([O-:24])=[O:23].[S:25]([O-:28])([O-:27])=[O:26].[Na+:29].[Na+].O.C(O)(C)C. Product: [CH:11]1([CH2:10][CH2:9][O:8][C:6]([C:5]2[CH:17]=[C:18]([N+:19]([O-:21])=[O:20])[C:2]([S:25]([O-:28])(=[O:27])=[O:26])=[C:3]([N+:22]([O-:24])=[O:23])[CH:4]=2)=[O:7])[CH2:16][CH2:15][CH2:14][CH2:13][CH2:12]1.[Na+:29]. The catalyst class is: 10.